Dataset: Reaction yield outcomes from USPTO patents with 853,638 reactions. Task: Predict the reaction yield, written as a fraction of the theoretical maximum amount of product (1.0 means a 100% yield; for example, 0.34 means a 34% yield). (1) The reactants are Br[C:2]1[CH:7]=[CH:6][C:5]([C:8]2[O:12][N:11]=[C:10]([C:13]3[CH:14]=[CH:15][C:16]4[O:20][C:19]([C:21]5([NH:29][C:30](=[O:36])[O:31][C:32]([CH3:35])([CH3:34])[CH3:33])[CH2:26][O:25][C:24]([CH3:28])([CH3:27])[O:23][CH2:22]5)=[CH:18][C:17]=4[CH:37]=3)[N:9]=2)=[CH:4][C:3]=1[Cl:38].[S:39]1[CH:43]=[CH:42][C:41](B(O)O)=[CH:40]1.C([O-])(O)=O.[Na+]. The catalyst is O1CCOCC1.O.C1C=CC([P]([Pd]([P](C2C=CC=CC=2)(C2C=CC=CC=2)C2C=CC=CC=2)([P](C2C=CC=CC=2)(C2C=CC=CC=2)C2C=CC=CC=2)[P](C2C=CC=CC=2)(C2C=CC=CC=2)C2C=CC=CC=2)(C2C=CC=CC=2)C2C=CC=CC=2)=CC=1. The product is [Cl:38][C:3]1[CH:4]=[C:5]([C:8]2[O:12][N:11]=[C:10]([C:13]3[CH:14]=[CH:15][C:16]4[O:20][C:19]([C:21]5([NH:29][C:30](=[O:36])[O:31][C:32]([CH3:35])([CH3:34])[CH3:33])[CH2:26][O:25][C:24]([CH3:28])([CH3:27])[O:23][CH2:22]5)=[CH:18][C:17]=4[CH:37]=3)[N:9]=2)[CH:6]=[CH:7][C:2]=1[C:41]1[CH:42]=[CH:43][S:39][CH:40]=1. The yield is 0.710. (2) The catalyst is O1CCCC1. The yield is 1.00. The product is [NH2:36][C:30]1[CH:29]=[CH:28][C:27]([Cl:26])=[CH:38][C:31]=1[C:32]([NH:1][C:2]1[CH:7]=[CH:6][C:5]([Cl:8])=[CH:4][N:3]=1)=[O:33]. The reactants are [NH2:1][C:2]1[CH:7]=[CH:6][C:5]([Cl:8])=[CH:4][N:3]=1.C[Si]([N-][Si](C)(C)C)(C)C.[K+].C1(C)C=CC=CC=1.[Cl:26][C:27]1[CH:38]=[C:31]2[C:32](OC(=O)[NH:36][C:30]2=[CH:29][CH:28]=1)=[O:33]. (3) The reactants are [CH2:1]([O:8][C:9]1[C:14]([CH:15]=[O:16])=[CH:13][CH:12]=[C:11](Cl)[C:10]=1[C:18]1[CH:23]=[CH:22][CH:21]=[CH:20][C:19]=1[CH3:24])[C:2]1[CH:7]=[CH:6][CH:5]=[CH:4][CH:3]=1.[F:25]C1C(C2C=CC=CC=2C)=C(O)C(C=O)=CC=1. No catalyst specified. The product is [CH2:1]([O:8][C:9]1[C:14]([CH:15]=[O:16])=[CH:13][CH:12]=[C:11]([F:25])[C:10]=1[C:18]1[CH:23]=[CH:22][CH:21]=[CH:20][C:19]=1[CH3:24])[C:2]1[CH:7]=[CH:6][CH:5]=[CH:4][CH:3]=1. The yield is 0.530. (4) The reactants are Cl.[NH2:2][CH2:3][C:4]1[CH:11]=[CH:10][C:7]([C:8]#[N:9])=[CH:6][CH:5]=1.C(N(CC)CC)C.[Cl:19][C:20]1[CH:25]=[CH:24][C:23]([S:26](Cl)(=[O:28])=[O:27])=[CH:22][CH:21]=1. The catalyst is C(Cl)Cl. The product is [Cl:19][C:20]1[CH:25]=[CH:24][C:23]([S:26]([NH:9][CH2:8][C:7]2[CH:10]=[CH:11][C:4]([C:3]#[N:2])=[CH:5][CH:6]=2)(=[O:28])=[O:27])=[CH:22][CH:21]=1. The yield is 0.780. (5) The reactants are [Cl:1][C:2]1[CH:9]=[CH:8][C:5]([CH2:6][NH2:7])=[CH:4][CH:3]=1.[CH3:10][O:11][CH:12]([O:16][CH3:17])[C:13](=O)[CH3:14]. The catalyst is C1(C)C=CC=CC=1. The product is [Cl:1][C:2]1[CH:9]=[CH:8][C:5]([CH2:6]/[N:7]=[C:13](/[CH3:14])\[CH:12]([O:16][CH3:17])[O:11][CH3:10])=[CH:4][CH:3]=1. The yield is 1.00.